From a dataset of Forward reaction prediction with 1.9M reactions from USPTO patents (1976-2016). Predict the product of the given reaction. Given the reactants [Si:1]([O:8][C@H:9]([C:31]1[CH:40]=[CH:39][C:38]([OH:41])=[C:37]2[C:32]=1[CH:33]=[CH:34][C:35](=[O:42])[NH:36]2)[CH2:10][N:11](C)[CH2:12][CH2:13][CH2:14][C:15]#[C:16][C:17]1[CH:22]=[CH:21][C:20]([NH:23][C:24](=[O:29])[C:25]([F:28])([F:27])[F:26])=[CH:19][CH:18]=1)([C:4]([CH3:7])([CH3:6])[CH3:5])([CH3:3])[CH3:2].BrCCCCC1(C2C=CC(NC(=O)C(F)(F)F)=CC=2)[S:52][CH2:51][CH2:50][S:49]1, predict the reaction product. The product is: [Si:1]([O:8][C@H:9]([C:31]1[CH:40]=[CH:39][C:38]([OH:41])=[C:37]2[C:32]=1[CH:33]=[CH:34][C:35](=[O:42])[NH:36]2)[CH2:10][NH:11][CH2:12][CH2:13][CH2:14][CH2:15][C:16]1([C:17]2[CH:22]=[CH:21][C:20]([NH:23][C:24](=[O:29])[C:25]([F:27])([F:26])[F:28])=[CH:19][CH:18]=2)[S:52][CH2:51][CH2:50][S:49]1)([C:4]([CH3:6])([CH3:5])[CH3:7])([CH3:3])[CH3:2].